This data is from Catalyst prediction with 721,799 reactions and 888 catalyst types from USPTO. The task is: Predict which catalyst facilitates the given reaction. (1) Reactant: C([Li])CCC.Br[C:7]1[CH:12]=[CH:11][C:10]([F:13])=[CH:9][N:8]=1.CN([CH:17]=[O:18])C.[BH4-].[Na+]. Product: [F:13][C:10]1[CH:11]=[CH:12][C:7]([CH2:17][OH:18])=[N:8][CH:9]=1. The catalyst class is: 11. (2) Reactant: [C:1](Cl)(=[O:8])[C:2]1[CH:7]=[CH:6][CH:5]=[CH:4][CH:3]=1.Cl.[Cl:11][C:12]1[CH:13]=[C:14]([CH:33]=[CH:34][C:35]=1[Cl:36])[CH2:15][N:16]1[CH2:21][CH2:20][O:19][CH:18]([CH2:22][NH:23][C:24]([NH:26][CH:27]2[CH2:32][CH2:31][NH:30][CH2:29][CH2:28]2)=[O:25])[CH2:17]1.C(N(CC)C(C)C)(C)C. Product: [C:1]([N:30]1[CH2:31][CH2:32][CH:27]([NH:26][C:24]([NH:23][CH2:22][CH:18]2[O:19][CH2:20][CH2:21][N:16]([CH2:15][C:14]3[CH:33]=[CH:34][C:35]([Cl:36])=[C:12]([Cl:11])[CH:13]=3)[CH2:17]2)=[O:25])[CH2:28][CH2:29]1)(=[O:8])[C:2]1[CH:7]=[CH:6][CH:5]=[CH:4][CH:3]=1. The catalyst class is: 4. (3) Reactant: N(C(OC(C)C)=O)=NC(OC(C)C)=O.[NH2:15][C:16]1[CH:17]=[C:18]([OH:22])[CH:19]=[CH:20][CH:21]=1.[CH:23]1(O)[CH2:27][CH2:26][CH2:25][CH2:24]1.C1(P(C2C=CC=CC=2)C2C=CC=CC=2)C=CC=CC=1. Product: [CH:23]1([O:22][C:18]2[CH:17]=[C:16]([NH2:15])[CH:21]=[CH:20][CH:19]=2)[CH2:27][CH2:26][CH2:25][CH2:24]1. The catalyst class is: 7. (4) Reactant: [Si]([O:8][C@H:9]([CH3:42])[CH2:10][CH2:11][CH2:12][C@H:13]([OH:41])/[CH:14]=[CH:15]/[C@H:16]1[C@H:20]([O:21][CH:22]2[CH2:27][CH2:26][CH2:25][CH2:24][O:23]2)[CH2:19][C@@H:18]([Cl:28])[C@@H:17]1[CH2:29][CH2:30][CH2:31][C:32]1[S:36][C:35]([C:37]([O:39][CH3:40])=[O:38])=[CH:34][CH:33]=1)(C(C)(C)C)(C)C.CCCC[N+](CCCC)(CCCC)CCCC.[F-].C1COCC1. Product: [Cl:28][C@H:18]1[C@H:17]([CH2:29][CH2:30][CH2:31][C:32]2[S:36][C:35]([C:37]([O:39][CH3:40])=[O:38])=[CH:34][CH:33]=2)[C@@H:16](/[CH:15]=[CH:14]/[C@@H:13]([OH:41])[CH2:12][CH2:11][CH2:10][C@H:9]([OH:8])[CH3:42])[C@H:20]([O:21][CH:22]2[CH2:27][CH2:26][CH2:25][CH2:24][O:23]2)[CH2:19]1. The catalyst class is: 1.